Dataset: Forward reaction prediction with 1.9M reactions from USPTO patents (1976-2016). Task: Predict the product of the given reaction. (1) Given the reactants O[CH2:2][CH2:3][CH2:4][S:5](=[O:38])([C:32]1[CH:37]=[CH:36][CH:35]=[CH:34][CH:33]=1)=[N:6][C:7](=[O:31])[C:8]1[CH:13]=[C:12]([C:14]#[C:15][C:16]2[CH:21]=[CH:20][CH:19]=[C:18]([NH:22][C:23]([C:25]3[O:26][CH:27]=[CH:28][C:29]=3[CH3:30])=[O:24])[CH:17]=2)[CH:11]=[N:10][CH:9]=1.C(Br)(Br)(Br)[Br:40].C1(P(C2C=CC=CC=2)C2C=CC=CC=2)C=CC=CC=1, predict the reaction product. The product is: [Br:40][CH2:2][CH2:3][CH2:4][S@:5](=[O:38])([C:32]1[CH:37]=[CH:36][CH:35]=[CH:34][CH:33]=1)=[N:6][C:7](=[O:31])[C:8]1[CH:13]=[C:12]([C:14]#[C:15][C:16]2[CH:21]=[CH:20][CH:19]=[C:18]([NH:22][C:23]([C:25]3[O:26][CH:27]=[CH:28][C:29]=3[CH3:30])=[O:24])[CH:17]=2)[CH:11]=[N:10][CH:9]=1. (2) Given the reactants [C:1]([OH:9])(=O)[C:2]1[CH:7]=[CH:6][CH:5]=[N:4][CH:3]=1.C1C=CC2N(O)N=NC=2C=1.CCN=C=NCCCN(C)C.Cl.C(N(CC)CC)C.Cl.[Cl:40][C:41]1[CH:42]=[C:43]([C:48]2[CH:52]([CH2:53][NH2:54])[CH2:51][O:50][N:49]=2)[CH:44]=[CH:45][C:46]=1[Cl:47].[OH-].[Na+], predict the reaction product. The product is: [Cl:40][C:41]1[CH:42]=[C:43]([C:48]2[CH:52]([CH2:53][NH:54][C:1](=[O:9])[C:2]3[CH:7]=[CH:6][CH:5]=[N:4][CH:3]=3)[CH2:51][O:50][N:49]=2)[CH:44]=[CH:45][C:46]=1[Cl:47].